From a dataset of Full USPTO retrosynthesis dataset with 1.9M reactions from patents (1976-2016). Predict the reactants needed to synthesize the given product. (1) Given the product [CH3:18][C:4]1[CH:5]=[C:6]([C:8]2[CH:9]=[CH:10][C:11]([C:14]([F:16])([F:15])[F:17])=[CH:12][CH:13]=2)[CH:7]=[C:2]([C:20]2[S:21][CH:22]=[CH:23][N:24]=2)[N:3]=1, predict the reactants needed to synthesize it. The reactants are: I[C:2]1[CH:7]=[C:6]([C:8]2[CH:13]=[CH:12][C:11]([C:14]([F:17])([F:16])[F:15])=[CH:10][CH:9]=2)[CH:5]=[C:4]([CH3:18])[N:3]=1.Br[C:20]1[S:21][CH:22]=[C:23](Br)[N:24]=1. (2) Given the product [C:33]([CH:37]1[N:46]2[C:41](=[CH:42][C:43](=[O:52])[C:44]([C:47]([OH:49])=[O:48])=[CH:45]2)[C:40]2[CH:53]=[C:54]([O:63][CH3:64])[C:55]([O:57][C:58]([F:62])([F:61])[CH:59]=[CH2:60])=[CH:56][C:39]=2[CH2:38]1)([CH3:34])([CH3:35])[CH3:36], predict the reactants needed to synthesize it. The reactants are: C(C1N2C(=CC(=O)C(C(OCC)=O)=C2)C2C=C(OC)C(OCC=C(F)F)=CC=2C1)(C)(C)C.[C:33]([CH:37]1[N:46]2[C:41](=[CH:42][C:43](=[O:52])[C:44]([C:47]([O:49]CC)=[O:48])=[CH:45]2)[C:40]2[CH:53]=[C:54]([O:63][CH3:64])[C:55]([O:57][C:58]([F:62])([F:61])[CH:59]=[CH2:60])=[CH:56][C:39]=2[CH2:38]1)([CH3:36])([CH3:35])[CH3:34].O[Li].O.Cl. (3) Given the product [Cl:1][C:2]1[CH:7]=[C:6]([C:8]2[C:9](=[O:19])[O:10][C:11]3([CH2:18][CH2:17][CH2:16][CH2:15][CH2:14]3)[C:12]=2[OH:13])[C:5]([CH3:20])=[CH:4][C:3]=1[C:21]1[CH:26]=[CH:25][CH:24]=[C:23]([NH:27][S:28]([CH2:31][CH2:32][N:34]([CH3:35])[CH3:33])(=[O:30])=[O:29])[CH:22]=1, predict the reactants needed to synthesize it. The reactants are: [Cl:1][C:2]1[CH:7]=[C:6]([C:8]2[C:9](=[O:19])[O:10][C:11]3([CH2:18][CH2:17][CH2:16][CH2:15][CH2:14]3)[C:12]=2[OH:13])[C:5]([CH3:20])=[CH:4][C:3]=1[C:21]1[CH:26]=[CH:25][CH:24]=[C:23]([NH:27][S:28]([CH:31]=[CH2:32])(=[O:30])=[O:29])[CH:22]=1.[CH3:33][NH:34][CH3:35]. (4) Given the product [Cl:1][C:2]1[CH:3]=[CH:4][C:5]([N:11]2[CH:15]=[N:14][CH:13]=[N:12]2)=[C:6]([CH:9]=1)[CH:7]=[O:8], predict the reactants needed to synthesize it. The reactants are: [Cl:1][C:2]1[CH:3]=[CH:4][C:5](F)=[C:6]([CH:9]=1)[CH:7]=[O:8].[N:11]1[N:12]=[CH:13][NH:14][CH:15]=1.C([O-])([O-])=O.[Cs+].[Cs+].CS(C)=O.